From a dataset of Catalyst prediction with 721,799 reactions and 888 catalyst types from USPTO. Predict which catalyst facilitates the given reaction. (1) Reactant: [H-].[Al+3].[Li+].[H-].[H-].[H-].[C:7]1([C:33]2[CH:38]=[CH:37][CH:36]=[CH:35][CH:34]=2)[CH:12]=[CH:11][C:10]([NH:13][C:14](=[O:32])[C:15](=[C:21]2[NH:25][C:24]([CH3:26])=[C:23]([S:27]([NH:30][CH3:31])(=[O:29])=[O:28])[S:22]2)[C:16](OCC)=O)=[CH:9][CH:8]=1. Product: [C:7]1([C:33]2[CH:34]=[CH:35][CH:36]=[CH:37][CH:38]=2)[CH:8]=[CH:9][C:10]([NH:13][C:14](=[O:32])[CH:15]([C:21]2[S:22][C:23]([S:27]([NH:30][CH3:31])(=[O:29])=[O:28])=[C:24]([CH3:26])[N:25]=2)[CH3:16])=[CH:11][CH:12]=1. The catalyst class is: 7. (2) Reactant: [C:1]([N:8]([CH2:12][CH2:13][OH:14])[CH2:9][CH2:10][OH:11])([O:3][C:4]([CH3:7])([CH3:6])[CH3:5])=[O:2].Cl[C:16](OCC)=[O:17].C(N(CC)CC)C. Product: [C:1]([N:8]1[CH2:9][CH2:10][O:11][C:16](=[O:17])[O:14][CH2:13][CH2:12]1)([O:3][C:4]([CH3:6])([CH3:7])[CH3:5])=[O:2]. The catalyst class is: 7. (3) Reactant: [NH2:1][C@@H:2]([C:6]1[CH:11]=[CH:10][CH:9]=[CH:8][CH:7]=1)[C:3]([OH:5])=[O:4].[OH-].[Na+].[CH3:14][C:15]([O:18][C:19](O[C:19]([O:18][C:15]([CH3:17])([CH3:16])[CH3:14])=[O:20])=[O:20])([CH3:17])[CH3:16].C(O)(=O)CC(CC(O)=O)(C(O)=O)O. Product: [C:15]([O:18][C:19]([NH:1][C@@H:2]([C:6]1[CH:11]=[CH:10][CH:9]=[CH:8][CH:7]=1)[C:3]([OH:5])=[O:4])=[O:20])([CH3:17])([CH3:16])[CH3:14]. The catalyst class is: 1. (4) Reactant: CCN=C=NCCCN(C)C.C1C=CC2N(O)N=NC=2C=1.[CH3:22][CH:23]([O:25][C:26]1[N:31]=[CH:30][C:29]([C:32]([OH:34])=O)=[CH:28][C:27]=1[C:35]([F:38])([F:37])[F:36])[CH3:24].O[NH:40]/[C:41](=[N:58]\[H])/[C:42]1[CH:43]=[CH:44][CH:45]=[C:46]2[C:50]=1[NH:49][CH:48]=[C:47]2[CH2:51][CH2:52][C:53]([O:55][CH2:56][CH3:57])=[O:54].CCCC[N+](CCCC)(CCCC)CCCC.[F-]. Product: [CH3:24][CH:23]([O:25][C:26]1[N:31]=[CH:30][C:29]([C:32]2[O:34][N:58]=[C:41]([C:42]3[CH:43]=[CH:44][CH:45]=[C:46]4[C:50]=3[NH:49][CH:48]=[C:47]4[CH2:51][CH2:52][C:53]([O:55][CH2:56][CH3:57])=[O:54])[N:40]=2)=[CH:28][C:27]=1[C:35]([F:38])([F:37])[F:36])[CH3:22]. The catalyst class is: 1. (5) Reactant: Cl[C:2]1[CH:11]=[CH:10][C:9]2[C:4](=[C:5]([OH:12])[CH:6]=[CH:7][CH:8]=2)[N:3]=1.[NH2:13][CH3:14]. Product: [CH3:14][NH:13][C:2]1[CH:11]=[CH:10][C:9]2[C:4](=[C:5]([OH:12])[CH:6]=[CH:7][CH:8]=2)[N:3]=1. The catalyst class is: 14.